From a dataset of Full USPTO retrosynthesis dataset with 1.9M reactions from patents (1976-2016). Predict the reactants needed to synthesize the given product. (1) Given the product [CH3:29][O:28][C:5]1[CH:4]=[CH:3][C:2]([C:36]2[CH:35]=[CH:34][CH:33]=[C:32]([C:31]([F:42])([F:41])[F:30])[CH:37]=2)=[CH:7][C:6]=1[C:8]1[C:17]2[C:12](=[CH:13][C:14]([S:18]([NH:21][C:22]3[CH:27]=[CH:26][N:25]=[CH:24][N:23]=3)(=[O:20])=[O:19])=[CH:15][CH:16]=2)[CH:11]=[CH:10][N:9]=1, predict the reactants needed to synthesize it. The reactants are: Cl[C:2]1[CH:3]=[CH:4][C:5]([O:28][CH3:29])=[C:6]([C:8]2[C:17]3[C:12](=[CH:13][C:14]([S:18]([NH:21][C:22]4[CH:27]=[CH:26][N:25]=[CH:24][N:23]=4)(=[O:20])=[O:19])=[CH:15][CH:16]=3)[CH:11]=[CH:10][N:9]=2)[CH:7]=1.[F:30][C:31]([F:42])([F:41])[C:32]1[CH:33]=[C:34](B(O)O)[CH:35]=[CH:36][CH:37]=1.C1(P(C2CCCCC2)C2C=CC=CC=2C2C(OC)=CC=CC=2OC)CCCCC1.P([O-])([O-])([O-])=O.[K+].[K+].[K+]. (2) Given the product [F:24][C:25]1[CH:30]=[C:29]([F:31])[CH:28]=[CH:27][C:26]=1[C:2]1[C:3]2[CH:18]=[C:17]([C:19]([O:21][CH2:22][CH3:23])=[O:20])[S:16][C:4]=2[N:5]([CH2:7][C:8]2[CH:13]=[CH:12][C:11]([O:14][CH3:15])=[CH:10][CH:9]=2)[N:6]=1, predict the reactants needed to synthesize it. The reactants are: Br[C:2]1[C:3]2[CH:18]=[C:17]([C:19]([O:21][CH2:22][CH3:23])=[O:20])[S:16][C:4]=2[N:5]([CH2:7][C:8]2[CH:13]=[CH:12][C:11]([O:14][CH3:15])=[CH:10][CH:9]=2)[N:6]=1.[F:24][C:25]1[CH:30]=[C:29]([F:31])[CH:28]=[CH:27][C:26]=1B(O)O.C(=O)([O-])[O-].[Na+].[Na+].C(=O)([O-])[O-].[Cs+].[Cs+]. (3) Given the product [CH:19]1([N:9]2[C:10]3[C:6](=[C:5]([OH:4])[CH:13]=[C:12]([C:14]([O:16][CH2:17][CH3:18])=[O:15])[CH:11]=3)[CH:7]=[CH:8]2)[CH2:20][CH2:21]1, predict the reactants needed to synthesize it. The reactants are: C([O:4][C:5]1[CH:13]=[C:12]([C:14]([O:16][CH2:17][CH3:18])=[O:15])[CH:11]=[C:10]2[C:6]=1[CH:7]=[CH:8][N:9]2[CH:19]1[CH2:21][CH2:20]1)(=O)C.C([O-])([O-])=O.[K+].[K+]. (4) Given the product [CH3:3][CH:2]([N:4]1[CH2:9][CH2:8][CH:7]([CH2:10][CH:11]2[CH2:12][CH2:13][N:14]([C:18]3[N:19]=[CH:20][C:21]([C:24]([O:26][CH3:27])=[O:25])=[N:22][CH:23]=3)[CH2:15][CH2:16]2)[CH2:6][CH2:5]1)[CH3:1], predict the reactants needed to synthesize it. The reactants are: [CH3:1][CH:2]([N:4]1[CH2:9][CH2:8][CH:7]([CH2:10][CH:11]2[CH2:16][CH2:15][NH:14][CH2:13][CH2:12]2)[CH2:6][CH2:5]1)[CH3:3].Cl[C:18]1[N:19]=[CH:20][C:21]([C:24]([O:26][CH3:27])=[O:25])=[N:22][CH:23]=1.C(=O)([O-])[O-].[K+].[K+]. (5) The reactants are: [NH2:1]N.[CH2:3]=[C:4]([C:7]#[N:8])[C:5]#[N:6].[NH:9]1[CH:13]=CC=N1. Given the product [NH:6]1[C:5]2=[N:1][CH:13]=[N:9][CH:3]=[C:4]2[CH:7]=[N:8]1, predict the reactants needed to synthesize it. (6) Given the product [CH:28]1([NH:34][C:35]2[CH:36]=[C:37]([C:18]3[CH:19]=[CH:20][C:15]([O:14][CH2:13][CH2:12][N:4]([CH2:3][C@H:2]([OH:1])[C:22]4[CH:27]=[CH:26][CH:25]=[CH:24][CH:23]=4)[C:5](=[O:11])[O:6][C:7]([CH3:10])([CH3:9])[CH3:8])=[CH:16][CH:17]=3)[CH:38]=[CH:39][C:40]=2[C:41]([NH:43][S:44]([CH2:47][CH2:48][CH2:49][OH:50])(=[O:46])=[O:45])=[O:42])[CH2:29][CH2:30][CH2:31][CH2:32][CH2:33]1, predict the reactants needed to synthesize it. The reactants are: [OH:1][C@H:2]([C:22]1[CH:27]=[CH:26][CH:25]=[CH:24][CH:23]=1)[CH2:3][N:4]([CH2:12][CH2:13][O:14][C:15]1[CH:20]=[CH:19][C:18](I)=[CH:17][CH:16]=1)[C:5](=[O:11])[O:6][C:7]([CH3:10])([CH3:9])[CH3:8].[CH:28]1([NH:34][C:35]2[CH:36]=[C:37](B(O)O)[CH:38]=[CH:39][C:40]=2[C:41]([NH:43][S:44]([CH2:47][CH2:48][CH2:49][OH:50])(=[O:46])=[O:45])=[O:42])[CH2:33][CH2:32][CH2:31][CH2:30][CH2:29]1.C(=O)([O-])[O-].[Na+].[Na+].Cl. (7) The reactants are: [F:1][C:2]1[CH:7]=[C:6]([F:8])[CH:5]=[C:4]([F:9])[C:3]=1[CH2:10][C:11]([OH:13])=[O:12].I[CH2:15][CH3:16].C(=O)([O-])[O-].[K+].[K+]. Given the product [F:1][C:2]1[CH:7]=[C:6]([F:8])[CH:5]=[C:4]([F:9])[C:3]=1[CH2:10][C:11]([O:13][CH2:15][CH3:16])=[O:12], predict the reactants needed to synthesize it. (8) Given the product [Cl:1][C:2]1[CH:3]=[C:4]([NH:9][C:10]2[C:19]3[C:14](=[CH:15][C:16]([O:21][CH3:22])=[C:17]([O:20][CH2:24][CH2:25][CH2:26][CH2:27][CH2:28][CH2:29][C:30]([O:32][CH2:33][CH3:34])=[O:31])[CH:18]=3)[N:13]=[CH:12][N:11]=2)[CH:5]=[CH:6][C:7]=1[F:8], predict the reactants needed to synthesize it. The reactants are: [Cl:1][C:2]1[CH:3]=[C:4]([NH:9][C:10]2[C:19]3[C:14](=[CH:15][C:16]([O:21][CH3:22])=[C:17]([OH:20])[CH:18]=3)[N:13]=[CH:12][N:11]=2)[CH:5]=[CH:6][C:7]=1[F:8].Br[CH2:24][CH2:25][CH2:26][CH2:27][CH2:28][CH2:29][C:30]([O:32][CH2:33][CH3:34])=[O:31].ClC1C=C(NC2C3C(=CC(OC)=C(OCC(OCC)=O)C=3)N=CN=2)C=CC=1F. (9) Given the product [N+:23]([C:22]1[C:13]([S:11][C:5]2[NH:6][C:7]3[C:3]([N:4]=2)=[C:2]([NH2:1])[N:10]=[CH:9][N:8]=3)=[CH:14][C:15]2[O:20][CH2:19][CH2:18][O:17][C:16]=2[CH:21]=1)([O-:25])=[O:24], predict the reactants needed to synthesize it. The reactants are: [NH2:1][C:2]1[N:10]=[CH:9][N:8]=[C:7]2[C:3]=1[N:4]=[C:5]([SH:11])[NH:6]2.Br[C:13]1[C:22]([N+:23]([O-:25])=[O:24])=[CH:21][C:16]2[O:17][CH2:18][CH2:19][O:20][C:15]=2[CH:14]=1.C([O-])([O-])=O.[K+].[K+].